Dataset: CYP3A4 inhibition data for predicting drug metabolism from PubChem BioAssay. Task: Regression/Classification. Given a drug SMILES string, predict its absorption, distribution, metabolism, or excretion properties. Task type varies by dataset: regression for continuous measurements (e.g., permeability, clearance, half-life) or binary classification for categorical outcomes (e.g., BBB penetration, CYP inhibition). Dataset: cyp3a4_veith. The compound is C[C@H](Br)C(=O)N[C@H](CO)C(=O)O. The result is 0 (non-inhibitor).